This data is from Full USPTO retrosynthesis dataset with 1.9M reactions from patents (1976-2016). The task is: Predict the reactants needed to synthesize the given product. (1) The reactants are: [CH3:1][O:2][C:3]1[CH:8]=[C:7]([CH3:9])[C:6]([S:10]([N:13]([CH2:15][C:16]2[O:20][C:19]([C:21](OC)=[O:22])=[N:18][N:17]=2)[CH3:14])(=[O:12])=[O:11])=[C:5]([CH3:25])[CH:4]=1.[CH3:26][NH:27][CH2:28][C:29]1[CH:34]=[CH:33][CH:32]=[C:31]([CH2:35][N:36]2[CH2:40][CH2:39][CH2:38][CH2:37]2)[CH:30]=1.C[Al](C)C. Given the product [CH3:1][O:2][C:3]1[CH:8]=[C:7]([CH3:9])[C:6]([S:10]([N:13]([CH2:15][C:16]2[O:20][C:19]([C:21]([N:27]([CH3:26])[CH2:28][C:29]3[CH:34]=[CH:33][CH:32]=[C:31]([CH2:35][N:36]4[CH2:40][CH2:39][CH2:38][CH2:37]4)[CH:30]=3)=[O:22])=[N:18][N:17]=2)[CH3:14])(=[O:12])=[O:11])=[C:5]([CH3:25])[CH:4]=1, predict the reactants needed to synthesize it. (2) Given the product [Cl:1][C:2]1[CH:3]=[C:4]([S:8]([N:11]2[CH2:16][CH2:15][N:14]([C:17]3[CH:22]=[CH:21][C:20]([F:23])=[CH:19][C:18]=3[CH3:24])[CH:13]([C:25]([N:27]3[CH2:28][CH2:29][N:30]([C:37]4[C:38]([CH3:40])=[N:39][CH:34]=[C:35]([CH3:41])[N:36]=4)[CH2:31][CH2:32]3)=[O:26])[CH2:12]2)(=[O:9])=[O:10])[CH:5]=[CH:6][CH:7]=1, predict the reactants needed to synthesize it. The reactants are: [Cl:1][C:2]1[CH:3]=[C:4]([S:8]([N:11]2[CH2:16][CH2:15][N:14]([C:17]3[CH:22]=[CH:21][C:20]([F:23])=[CH:19][C:18]=3[CH3:24])[CH:13]([C:25]([N:27]3[CH2:32][CH2:31][NH:30][CH2:29][CH2:28]3)=[O:26])[CH2:12]2)(=[O:10])=[O:9])[CH:5]=[CH:6][CH:7]=1.Cl[C:34]1[C:35]([CH3:41])=[N:36][CH:37]=[C:38]([CH3:40])[N:39]=1.C(N(CC)CC)C.O. (3) Given the product [CH3:1][N:2]1[C:6]([C:7]2[S:8][CH:9]=[CH:10][CH:11]=2)=[C:5](/[CH:12]=[CH:13]/[C:14]([OH:16])=[O:15])[CH:4]=[N:3]1, predict the reactants needed to synthesize it. The reactants are: [CH3:1][N:2]1[C:6]([C:7]2[S:8][CH:9]=[CH:10][CH:11]=2)=[C:5](/[CH:12]=[CH:13]/[C:14]([O:16]CC)=[O:15])[CH:4]=[N:3]1.[OH-].[Na+].Cl. (4) Given the product [CH3:28][O:27][C:25]([N:10]1[C:11]2=[N:12][CH:13]=[N:14][C:15]([NH2:17])=[C:16]2[C:8]([C:5]2[CH:6]=[CH:7][C:2]([Cl:1])=[CH:3][CH:4]=2)=[N:9]1)=[O:26], predict the reactants needed to synthesize it. The reactants are: [Cl:1][C:2]1[CH:7]=[CH:6][C:5]([C:8]2[C:16]3[C:11](=[N:12][CH:13]=[N:14][C:15]=3[NH2:17])[NH:10][N:9]=2)=[CH:4][CH:3]=1.N1C=CC=CC=1.Cl[C:25]([O:27][CH3:28])=[O:26].O. (5) Given the product [Cl:31][C:28]1[S:27][C:26]([C:16]2[N:15]=[C:14]([O:13][C:10]3[CH:11]=[CH:12][C:7]([CH2:6][C:5]([OH:32])=[O:4])=[CH:8][CH:9]=3)[C:23]3[CH2:22][C:21]([F:24])([F:25])[CH2:20][CH2:19][C:18]=3[N:17]=2)=[CH:30][CH:29]=1, predict the reactants needed to synthesize it. The reactants are: [OH-].[Na+].C[O:4][C:5](=[O:32])[CH2:6][C:7]1[CH:12]=[CH:11][C:10]([O:13][C:14]2[C:23]3[CH2:22][C:21]([F:25])([F:24])[CH2:20][CH2:19][C:18]=3[N:17]=[C:16]([C:26]3[S:27][C:28]([Cl:31])=[CH:29][CH:30]=3)[N:15]=2)=[CH:9][CH:8]=1. (6) Given the product [CH2:47]([NH:50][CH2:6][C:7]1[CH:11]=[C:10]([C:12]2[C:13]([C:42]([NH:43][CH2:44][CH3:45])=[O:46])=[N:14][O:15][C:16]=2[C:17]2[CH:22]=[C:21]([CH:23]([CH3:25])[CH3:24])[C:20]([O:26][CH2:27][C:28]3[CH:33]=[CH:32][CH:31]=[CH:30][CH:29]=3)=[CH:19][C:18]=2[O:34][CH2:35][C:36]2[CH:37]=[CH:38][CH:39]=[CH:40][CH:41]=2)[O:9][N:8]=1)[CH:48]=[CH2:49], predict the reactants needed to synthesize it. The reactants are: CS(O[CH2:6][C:7]1[CH:11]=[C:10]([C:12]2[C:13]([C:42](=[O:46])[NH:43][CH2:44][CH3:45])=[N:14][O:15][C:16]=2[C:17]2[CH:22]=[C:21]([CH:23]([CH3:25])[CH3:24])[C:20]([O:26][CH2:27][C:28]3[CH:33]=[CH:32][CH:31]=[CH:30][CH:29]=3)=[CH:19][C:18]=2[O:34][CH2:35][C:36]2[CH:41]=[CH:40][CH:39]=[CH:38][CH:37]=2)[O:9][N:8]=1)(=O)=O.[CH2:47]([NH2:50])[CH:48]=[CH2:49]. (7) Given the product [ClH:35].[F:27][C:2]([F:1])([F:28])[C:3]1[CH:8]=[CH:7][CH:6]=[CH:5][C:4]=1[C:9]1[C:19]2[O:18][CH2:17][CH2:16][NH:15][CH2:14][C:13]=2[CH:12]=[CH:11][CH:10]=1, predict the reactants needed to synthesize it. The reactants are: [F:1][C:2]([F:28])([F:27])[C:3]1[CH:8]=[CH:7][CH:6]=[CH:5][C:4]=1[C:9]1[C:19]2[O:18][CH2:17][CH2:16][N:15](C(OC(C)(C)C)=O)[CH2:14][C:13]=2[CH:12]=[CH:11][CH:10]=1.C(OCC)(=O)C.[ClH:35]. (8) Given the product [F:1][C:2]1[CH:7]=[C:6]([F:8])[CH:5]=[CH:4][C:3]=1[S:9]([NH:12][C:13]1[C:14]([O:29][CH3:30])=[N:15][CH:16]=[C:17]([C:19]2[CH:24]=[CH:23][N:22]3[N:25]=[CH:26][C:27]([C:35]#[C:34][C:32]([OH:36])([CH3:33])[CH3:31])=[C:21]3[CH:20]=2)[CH:18]=1)(=[O:11])=[O:10], predict the reactants needed to synthesize it. The reactants are: [F:1][C:2]1[CH:7]=[C:6]([F:8])[CH:5]=[CH:4][C:3]=1[S:9]([NH:12][C:13]1[C:14]([O:29][CH3:30])=[N:15][CH:16]=[C:17]([C:19]2[CH:24]=[CH:23][N:22]3[N:25]=[CH:26][C:27](I)=[C:21]3[CH:20]=2)[CH:18]=1)(=[O:11])=[O:10].[CH3:31][C:32]([OH:36])([C:34]#[CH:35])[CH3:33].C(N(C(C)C)CC)(C)C. (9) Given the product [CH3:18][O:17][C:12]1[CH:13]=[CH:14][CH:15]=[CH:16][C:11]=1[C:10]1[C:5]2[C:6](=[N:7][C:2]([NH:24][CH2:23][CH2:22][CH2:21][N:20]([CH3:25])[CH3:19])=[N:3][CH:4]=2)[NH:8][N:9]=1, predict the reactants needed to synthesize it. The reactants are: Cl[C:2]1[N:7]=[C:6]2[NH:8][N:9]=[C:10]([C:11]3[CH:16]=[CH:15][CH:14]=[CH:13][C:12]=3[O:17][CH3:18])[C:5]2=[CH:4][N:3]=1.[CH3:19][N:20]([CH3:25])[CH2:21][CH2:22][CH2:23][NH2:24].